The task is: Predict which catalyst facilitates the given reaction.. This data is from Catalyst prediction with 721,799 reactions and 888 catalyst types from USPTO. (1) Reactant: [OH:1][C:2]1[CH:6]=[C:5]([CH3:7])[N:4]([C:8]([O:10][CH2:11][CH3:12])=[O:9])[N:3]=1.C(=O)([O-])[O-].[K+].[K+].[Cl:19][C:20]1[CH:21]=[C:22]([C:28]([F:31])([F:30])[F:29])[CH:23]=[C:24]([F:27])[C:25]=1F.Cl. Product: [Cl:19][C:20]1[CH:21]=[C:22]([C:28]([F:29])([F:30])[F:31])[CH:23]=[C:24]([F:27])[C:25]=1[O:1][C:2]1[CH:6]=[C:5]([CH3:7])[N:4]([C:8]([O:10][CH2:11][CH3:12])=[O:9])[N:3]=1. The catalyst class is: 16. (2) Reactant: [OH-].[Na+].[Cl:3][C:4]1[CH:22]=[CH:21][C:20]([N+:23]([O-:25])=[O:24])=[CH:19][C:5]=1[C:6]([NH:8][C:9]1[CH:10]=[C:11]([CH:16]=[CH:17][CH:18]=1)[C:12]([O:14]C)=[O:13])=[O:7]. Product: [Cl:3][C:4]1[CH:22]=[CH:21][C:20]([N+:23]([O-:25])=[O:24])=[CH:19][C:5]=1[C:6]([NH:8][C:9]1[CH:10]=[C:11]([CH:16]=[CH:17][CH:18]=1)[C:12]([OH:14])=[O:13])=[O:7]. The catalyst class is: 12. (3) Reactant: [CH3:1][C:2]1[CH:7]=[CH:6][CH:5]=[CH:4][C:3]=1[NH:8][C:9](=O)[CH2:10][CH2:11][CH:12]([CH3:14])[CH3:13].[NH2-].[Na+].C1C2C(=CC=CC=2)CCC1.C(O)C. Product: [CH3:13][CH:12]([CH3:14])[CH2:11][CH2:10][C:9]1[NH:8][C:3]2[C:2]([CH:1]=1)=[CH:7][CH:6]=[CH:5][CH:4]=2. The catalyst class is: 6. (4) Reactant: [N+:1]([C:4]1[CH:5]=[C:6]([C:17]2[S:18][C:19]([C:23]([O:25][CH2:26][CH3:27])=[O:24])=[C:20]([CH3:22])[N:21]=2)[CH:7]=[CH:8][C:9]=1[O:10][C:11]1[CH:16]=[CH:15][CH:14]=[CH:13][CH:12]=1)([O-])=O. Product: [NH2:1][C:4]1[CH:5]=[C:6]([C:17]2[S:18][C:19]([C:23]([O:25][CH2:26][CH3:27])=[O:24])=[C:20]([CH3:22])[N:21]=2)[CH:7]=[CH:8][C:9]=1[O:10][C:11]1[CH:16]=[CH:15][CH:14]=[CH:13][CH:12]=1. The catalyst class is: 29. (5) Reactant: [NH2:1][C:2]1[CH:7]=[CH:6][C:5]([CH3:8])=[CH:4][CH:3]=1.[C:9]12(P[C:9]34[CH2:18]C5C[CH:15]([CH2:17][CH:11](C5)[CH2:10]3)[CH2:16]4)[CH2:18]C3C[CH:15]([CH2:17][CH:11](C3)[CH2:10]1)[CH2:16]2.BrC1C=CC(C)=CC=1. Product: [C:5]1([CH3:8])[CH:6]=[CH:7][C:2]([NH:1][C:17]2[CH:15]=[CH:16][C:9]([CH3:18])=[CH:10][CH:11]=2)=[CH:3][CH:4]=1. The catalyst class is: 11. (6) Reactant: [N+:1]([O-:15])([O:3][CH2:4][CH:5]([O:11][N+:12]([O-:14])=[O:13])[CH2:6][CH2:7][CH2:8][CH2:9][OH:10])=[O:2].[CH2:16]([O:18][C:19]1[N:23]([CH2:24][C:25]2[CH:30]=[CH:29][C:28]([C:31]3[CH:36]=[CH:35][CH:34]=[CH:33][C:32]=3[C:37]3[N:41]([C:42]([C:55]4[CH:60]=[CH:59][CH:58]=[CH:57][CH:56]=4)([C:49]4[CH:54]=[CH:53][CH:52]=[CH:51][CH:50]=4)[C:43]4[CH:48]=[CH:47][CH:46]=[CH:45][CH:44]=4)[N:40]=[N:39][N:38]=3)=[CH:27][CH:26]=2)[C:22]2[C:61]([C:65]([O:67][C:68]([CH3:83])([O:70][C:71](OC3C=CC([N+]([O-])=O)=CC=3)=[O:72])[CH3:69])=[O:66])=[CH:62][CH:63]=[CH:64][C:21]=2[N:20]=1)[CH3:17]. Product: [CH2:16]([O:18][C:19]1[N:23]([CH2:24][C:25]2[CH:30]=[CH:29][C:28]([C:31]3[CH:36]=[CH:35][CH:34]=[CH:33][C:32]=3[C:37]3[N:41]([C:42]([C:55]4[CH:56]=[CH:57][CH:58]=[CH:59][CH:60]=4)([C:49]4[CH:54]=[CH:53][CH:52]=[CH:51][CH:50]=4)[C:43]4[CH:48]=[CH:47][CH:46]=[CH:45][CH:44]=4)[N:40]=[N:39][N:38]=3)=[CH:27][CH:26]=2)[C:22]2[C:61]([C:65]([O:67][C:68]([O:70][C:71]([O:10][CH2:9][CH2:8][CH2:7][CH2:6][CH:5]([O:11][N+:12]([O-:14])=[O:13])[CH2:4][O:3][N+:1]([O-:15])=[O:2])=[O:72])([CH3:83])[CH3:69])=[O:66])=[CH:62][CH:63]=[CH:64][C:21]=2[N:20]=1)[CH3:17]. The catalyst class is: 4.